This data is from Forward reaction prediction with 1.9M reactions from USPTO patents (1976-2016). The task is: Predict the product of the given reaction. (1) Given the reactants Cl.[CH3:2][Si:3]([CH3:20])([CH3:19])[CH2:4][CH2:5][O:6][CH2:7][N:8]1[C:12]2=[N:13][CH:14]=[C:15]([NH:17][NH2:18])[N:16]=[C:11]2[CH:10]=[CH:9]1.[C:21]([O:25][C:26]([N:28]1[CH2:33][CH2:32][C@@H:31]([CH3:34])[C@H:30]([C:35](O)=[O:36])[CH2:29]1)=[O:27])([CH3:24])([CH3:23])[CH3:22], predict the reaction product. The product is: [C:21]([O:25][C:26]([N:28]1[CH2:33][CH2:32][C@@H:31]([CH3:34])[C@H:30]([C:35]([NH:18][NH:17][C:15]2[N:16]=[C:11]3[CH:10]=[CH:9][N:8]([CH2:7][O:6][CH2:5][CH2:4][Si:3]([CH3:20])([CH3:19])[CH3:2])[C:12]3=[N:13][CH:14]=2)=[O:36])[CH2:29]1)=[O:27])([CH3:23])([CH3:24])[CH3:22]. (2) Given the reactants [C:1]([C:5]1[NH:10][C:9]2[N:11]([CH2:14][C:15]3[CH:20]=[CH:19][C:18]([O:21][CH3:22])=[CH:17][CH:16]=3)[N:12]=[N:13][C:8]=2[C:7](=O)[N:6]=1)([CH3:4])([CH3:3])[CH3:2].C(N(CC)C1C=CC=CC=1)C.O=P(Cl)(Cl)[Cl:37], predict the reaction product. The product is: [C:1]([C:5]1[N:6]=[C:7]([Cl:37])[C:8]2[N:13]=[N:12][N:11]([CH2:14][C:15]3[CH:20]=[CH:19][C:18]([O:21][CH3:22])=[CH:17][CH:16]=3)[C:9]=2[N:10]=1)([CH3:4])([CH3:3])[CH3:2]. (3) The product is: [C:22]([C:18]1[C:15]2[CH:16]=[C:17]([B:25]([OH:30])[OH:26])[S:13][C:14]=2[CH:21]=[CH:20][CH:19]=1)([OH:24])=[O:23]. Given the reactants [Li]CCCC.C(NC(C)C)(C)C.[S:13]1[CH:17]=[CH:16][C:15]2[C:18]([C:22]([OH:24])=[O:23])=[CH:19][CH:20]=[CH:21][C:14]1=2.[B:25](OC(C)C)([O:30]C(C)C)[O:26]C(C)C, predict the reaction product. (4) Given the reactants [CH3:1][O:2][C:3](=[O:15])[C:4]1[C:5](=[C:10](I)[CH:11]=[CH:12][CH:13]=1)[C:6]([O:8][CH3:9])=[O:7].[Si:16]([O:23][C:24]1[CH:25]=[C:26]([NH2:32])[CH:27]=[CH:28][C:29]=1[O:30][CH3:31])([C:19]([CH3:22])([CH3:21])[CH3:20])([CH3:18])[CH3:17].C1C=CC(P(C2C(C3C(P(C4C=CC=CC=4)C4C=CC=CC=4)=CC=C4C=3C=CC=C4)=C3C(C=CC=C3)=CC=2)C2C=CC=CC=2)=CC=1.C(=O)([O-])[O-].[Cs+].[Cs+], predict the reaction product. The product is: [CH3:1][O:2][C:3](=[O:15])[C:4]1[C:5](=[C:10]([NH:32][C:26]2[CH:27]=[CH:28][C:29]([O:30][CH3:31])=[C:24]([O:23][Si:16]([C:19]([CH3:22])([CH3:21])[CH3:20])([CH3:18])[CH3:17])[CH:25]=2)[CH:11]=[CH:12][CH:13]=1)[C:6]([O:8][CH3:9])=[O:7]. (5) Given the reactants [F:1][CH:2]([F:23])[C:3]1[CH:4]=[CH:5][C:6](F)=[C:7]([CH:21]=1)[C:8]([NH:10][C:11]1[CH:16]=[CH:15][CH:14]=[C:13]([S:17](=[O:20])(=[O:19])[NH2:18])[CH:12]=1)=[O:9].[Cl:24][C:25]1[CH:30]=[C:29]([F:31])[CH:28]=[CH:27][C:26]=1[OH:32].C(=O)([O-])[O-].[Cs+].[Cs+], predict the reaction product. The product is: [Cl:24][C:25]1[CH:30]=[C:29]([F:31])[CH:28]=[CH:27][C:26]=1[O:32][C:6]1[CH:5]=[CH:4][C:3]([CH:2]([F:23])[F:1])=[CH:21][C:7]=1[C:8]([NH:10][C:11]1[CH:16]=[CH:15][CH:14]=[C:13]([S:17](=[O:20])(=[O:19])[NH2:18])[CH:12]=1)=[O:9]. (6) The product is: [NH2:1][C:2]1[C:7]([F:8])=[C:6]([CH2:9][CH2:10][CH3:11])[N:5]=[C:4]([C:12]([OH:21])=[O:13])[C:3]=1[Cl:14]. Given the reactants [NH2:1][C:2]1[C:7]([F:8])=[C:6]([CH2:9][CH2:10][CH3:11])[N:5]=[C:4]([CH:12]=[O:13])[C:3]=1[Cl:14].CC(=CC)C.P([O-])([O-])(O)=[O:21].[Na+].[Na+].Cl([O-])=O.[Na+], predict the reaction product. (7) Given the reactants [OH:1][C:2]1[CH:10]=[CH:9][C:8]([C:11](=[O:19])[CH2:12][CH2:13][CH2:14][CH2:15][CH2:16][CH2:17][CH3:18])=[CH:7][C:3]=1[C:4]([OH:6])=[O:5].N1C=CC=CC=1.[C:26](Cl)(=[O:28])[CH3:27].O, predict the reaction product. The product is: [C:26]([O:1][C:2]1[CH:10]=[CH:9][C:8]([C:11](=[O:19])[CH2:12][CH2:13][CH2:14][CH2:15][CH2:16][CH2:17][CH3:18])=[CH:7][C:3]=1[C:4]([OH:6])=[O:5])(=[O:28])[CH3:27].